Task: Regression. Given a peptide amino acid sequence and an MHC pseudo amino acid sequence, predict their binding affinity value. This is MHC class I binding data.. Dataset: Peptide-MHC class I binding affinity with 185,985 pairs from IEDB/IMGT (1) The peptide sequence is IYDRYANKL. The MHC is H-2-Dd with pseudo-sequence H-2-Dd. The binding affinity (normalized) is 0. (2) The peptide sequence is SDLKYSWKTW. The MHC is HLA-A32:01 with pseudo-sequence HLA-A32:01. The binding affinity (normalized) is 0.397. (3) The binding affinity (normalized) is 0.562. The peptide sequence is GENPTWKQW. The MHC is H-2-Kk with pseudo-sequence H-2-Kk. (4) The peptide sequence is RVRRYQIAQY. The MHC is HLA-A31:01 with pseudo-sequence HLA-A31:01. The binding affinity (normalized) is 0.279. (5) The peptide sequence is KMIYDLNAVT. The MHC is HLA-A68:02 with pseudo-sequence HLA-A68:02. The binding affinity (normalized) is 0.198. (6) The peptide sequence is WKFDSRLAF. The MHC is HLA-A30:02 with pseudo-sequence HLA-A30:02. The binding affinity (normalized) is 0.